From a dataset of Catalyst prediction with 721,799 reactions and 888 catalyst types from USPTO. Predict which catalyst facilitates the given reaction. Reactant: [Cl:1][C:2]1[CH:24]=[C:23]([Cl:25])[CH:22]=[CH:21][C:3]=1[CH2:4][O:5][C:6]1[CH:20]=[CH:19][C:9]2[C:10]([OH:18])=[C:11]([C:13]([O:15][CH2:16][CH3:17])=[O:14])[S:12][C:8]=2[CH:7]=1.C([O-])([O-])=O.[K+].[K+].Br[CH2:33][C:34]([O:36][CH2:37][CH3:38])=[O:35]. Product: [Cl:1][C:2]1[CH:24]=[C:23]([Cl:25])[CH:22]=[CH:21][C:3]=1[CH2:4][O:5][C:6]1[CH:20]=[CH:19][C:9]2[C:10]([O:18][CH2:33][C:34]([O:36][CH2:37][CH3:38])=[O:35])=[C:11]([C:13]([O:15][CH2:16][CH3:17])=[O:14])[S:12][C:8]=2[CH:7]=1. The catalyst class is: 18.